From a dataset of Catalyst prediction with 721,799 reactions and 888 catalyst types from USPTO. Predict which catalyst facilitates the given reaction. Reactant: [CH2:1]([O:8][C@@H:9]1[C@@H:15]([O:16][CH2:17][C:18]2[CH:23]=[CH:22][CH:21]=[CH:20][CH:19]=2)[C@H:14]([O:24][CH2:25][C:26]2[CH:31]=[CH:30][CH:29]=[CH:28][CH:27]=2)[C@@H:13]([CH2:32][O:33][CH2:34][C:35]2[CH:40]=[CH:39][CH:38]=[CH:37][CH:36]=2)[O:12][C@H:10]1[SH:11])[C:2]1[CH:7]=[CH:6][CH:5]=[CH:4][CH:3]=1.[CH3:41][O:42][C:43]1[CH:44]=[C:45]([CH:48]=[C:49]([O:51][CH3:52])[CH:50]=1)[CH2:46]Cl.C([O-])([O-])=O.[K+].[K+]. Product: [CH3:52][O:51][C:49]1[CH:48]=[C:45]([CH2:46][S:11][C@@H:10]2[O:12][C@H:13]([CH2:32][O:33][CH2:34][C:35]3[CH:36]=[CH:37][CH:38]=[CH:39][CH:40]=3)[C@@H:14]([O:24][CH2:25][C:26]3[CH:27]=[CH:28][CH:29]=[CH:30][CH:31]=3)[C@H:15]([O:16][CH2:17][C:18]3[CH:23]=[CH:22][CH:21]=[CH:20][CH:19]=3)[C@H:9]2[O:8][CH2:1][C:2]2[CH:3]=[CH:4][CH:5]=[CH:6][CH:7]=2)[CH:44]=[C:43]([O:42][CH3:41])[CH:50]=1. The catalyst class is: 95.